This data is from NCI-60 drug combinations with 297,098 pairs across 59 cell lines. The task is: Regression. Given two drug SMILES strings and cell line genomic features, predict the synergy score measuring deviation from expected non-interaction effect. (1) Drug 1: CC1=CC2C(CCC3(C2CCC3(C(=O)C)OC(=O)C)C)C4(C1=CC(=O)CC4)C. Drug 2: C1=NC(=NC(=O)N1C2C(C(C(O2)CO)O)O)N. Cell line: SF-539. Synergy scores: CSS=0.633, Synergy_ZIP=-0.166, Synergy_Bliss=0.357, Synergy_Loewe=-2.21, Synergy_HSA=-0.898. (2) Synergy scores: CSS=3.29, Synergy_ZIP=-1.69, Synergy_Bliss=-0.0919, Synergy_Loewe=-1.86, Synergy_HSA=-0.0324. Cell line: UO-31. Drug 2: C(CC(=O)O)C(=O)CN.Cl. Drug 1: CCC(=C(C1=CC=CC=C1)C2=CC=C(C=C2)OCCN(C)C)C3=CC=CC=C3.C(C(=O)O)C(CC(=O)O)(C(=O)O)O. (3) Drug 1: CCCS(=O)(=O)NC1=C(C(=C(C=C1)F)C(=O)C2=CNC3=C2C=C(C=N3)C4=CC=C(C=C4)Cl)F. Drug 2: C1=CC=C(C=C1)NC(=O)CCCCCCC(=O)NO. Cell line: RPMI-8226. Synergy scores: CSS=-5.81, Synergy_ZIP=-12.5, Synergy_Bliss=-19.8, Synergy_Loewe=-44.4, Synergy_HSA=-22.7. (4) Drug 1: C1C(C(OC1N2C=NC3=C(N=C(N=C32)Cl)N)CO)O. Drug 2: CC12CCC3C(C1CCC2O)C(CC4=C3C=CC(=C4)O)CCCCCCCCCS(=O)CCCC(C(F)(F)F)(F)F. Cell line: HOP-62. Synergy scores: CSS=31.4, Synergy_ZIP=0.141, Synergy_Bliss=-0.852, Synergy_Loewe=-4.06, Synergy_HSA=-3.25. (5) Drug 1: COC1=CC(=CC(=C1O)OC)C2C3C(COC3=O)C(C4=CC5=C(C=C24)OCO5)OC6C(C(C7C(O6)COC(O7)C8=CC=CS8)O)O. Cell line: RXF 393. Drug 2: C1CN(CCN1C(=O)CCBr)C(=O)CCBr. Synergy scores: CSS=27.2, Synergy_ZIP=-4.91, Synergy_Bliss=0.799, Synergy_Loewe=2.62, Synergy_HSA=4.25.